From a dataset of Full USPTO retrosynthesis dataset with 1.9M reactions from patents (1976-2016). Predict the reactants needed to synthesize the given product. Given the product [CH2:20]([N:27]1[C:35]2[C:30](=[C:31]([NH:36][C:11]([C:8]3[N:5]4[CH:6]=[CH:7][C:2]([Br:1])=[CH:3][C:4]4=[N:10][CH:9]=3)=[O:13])[CH:32]=[CH:33][CH:34]=2)[CH:29]=[N:28]1)[C:21]1[CH:22]=[CH:23][CH:24]=[CH:25][CH:26]=1, predict the reactants needed to synthesize it. The reactants are: [Br:1][C:2]1[CH:7]=[CH:6][N:5]2[C:8]([C:11]([OH:13])=O)=[CH:9][N:10]=[C:4]2[CH:3]=1.C(Cl)(=O)C(Cl)=O.[CH2:20]([N:27]1[C:35]2[CH:34]=[CH:33][CH:32]=[C:31]([NH2:36])[C:30]=2[CH:29]=[N:28]1)[C:21]1[CH:26]=[CH:25][CH:24]=[CH:23][CH:22]=1.C(N(C(C)C)CC)(C)C.